This data is from Reaction yield outcomes from USPTO patents with 853,638 reactions. The task is: Predict the reaction yield, written as a fraction of the theoretical maximum amount of product (1.0 means a 100% yield; for example, 0.34 means a 34% yield). (1) The catalyst is CN(C=O)C. The reactants are Cl[C:2]1[N:7]=[C:6]([Cl:8])[N:5]=[C:4]2[N:9]([CH:13]3[CH2:18][CH2:17][CH2:16][CH2:15][O:14]3)[N:10]=[C:11]([CH3:12])[C:3]=12.CC(C)([O-])C.[K+].[NH2:25][C:26]1[CH:35]=[CH:34][CH:33]=[CH:32][C:27]=1[C:28]([NH:30][CH3:31])=[O:29].O. The yield is 0.273. The product is [Cl:8][C:6]1[N:5]=[C:4]2[N:9]([CH:13]3[CH2:18][CH2:17][CH2:16][CH2:15][O:14]3)[N:10]=[C:11]([CH3:12])[C:3]2=[C:2]([NH:25][C:26]2[CH:35]=[CH:34][CH:33]=[CH:32][C:27]=2[C:28]([NH:30][CH3:31])=[O:29])[N:7]=1. (2) The reactants are [Br:1][C:2]1[CH:7]=[CH:6][C:5]([S:8][CH2:9][C:10]([NH:12][C:13]2[C:14]([C:26](O)=[O:27])=[N:15][N:16]([CH2:18][CH2:19][C:20]3[CH:25]=[CH:24][CH:23]=[CH:22][CH:21]=3)[CH:17]=2)=[O:11])=[CH:4][CH:3]=1.[NH4+:29].[OH-]. The catalyst is O1CCCC1.C(Cl)(=O)C(Cl)=O. The product is [Br:1][C:2]1[CH:3]=[CH:4][C:5]([S:8][CH2:9][C:10]([NH:12][C:13]2[C:14]([C:26]([NH2:29])=[O:27])=[N:15][N:16]([CH2:18][CH2:19][C:20]3[CH:21]=[CH:22][CH:23]=[CH:24][CH:25]=3)[CH:17]=2)=[O:11])=[CH:6][CH:7]=1. The yield is 0.190. (3) The reactants are [CH2:1]([O:3][C:4]([C:6]1([CH3:17])[CH2:9][CH2:8][N:7]1CC1C=CC=CC=1)=[O:5])[CH3:2].[CH3:30][C:29]([O:28][C:26](O[C:26]([O:28][C:29]([CH3:32])([CH3:31])[CH3:30])=[O:27])=[O:27])([CH3:32])[CH3:31]. The catalyst is CCO.[Pd]. The product is [CH3:2][CH2:1][O:3][C:4]([C:6]1([CH3:17])[CH2:9][CH2:8][N:7]1[C:26]([O:28][C:29]([CH3:30])([CH3:31])[CH3:32])=[O:27])=[O:5]. The yield is 0.790.